From a dataset of Forward reaction prediction with 1.9M reactions from USPTO patents (1976-2016). Predict the product of the given reaction. (1) The product is: [Br:11][C:12]1[CH:20]=[CH:19][C:15]([CH:16]=[N:17][OH:18])=[CH:14][C:13]=1[F:21]. Given the reactants BrC1C=CC(C=O)=CC=1F.[Br:11][C:12]1[CH:20]=[CH:19][C:15]([CH:16]=[N:17][OH:18])=[CH:14][C:13]=1[F:21].Cl.NO.C(=O)([O-])[O-].[Na+].[Na+], predict the reaction product. (2) Given the reactants Br[C:2]1[CH:7]=[CH:6][C:5]([NH:8][C:9]([C:11]2[NH:12][CH:13]=[C:14]([C:16]#[N:17])[N:15]=2)=[O:10])=[C:4]([C:18]2[CH2:23][CH2:22][C:21]([CH3:25])([CH3:24])[CH2:20][CH:19]=2)[CH:3]=1.[CH3:26][C:27]1([CH3:36])[CH2:32][C:31](=[O:33])[CH2:30][C:29]([CH3:35])([CH3:34])[O:28]1, predict the reaction product. The product is: [CH3:24][C:21]1([CH3:25])[CH2:22][CH2:23][C:18]([C:4]2[CH:3]=[C:2]([C:31]3([OH:33])[CH2:30][C:29]([CH3:34])([CH3:35])[O:28][C:27]([CH3:36])([CH3:26])[CH2:32]3)[CH:7]=[CH:6][C:5]=2[NH:8][C:9]([C:11]2[NH:12][CH:13]=[C:14]([C:16]#[N:17])[N:15]=2)=[O:10])=[CH:19][CH2:20]1. (3) Given the reactants [CH:1]([C:3]1[C:11]2[C:6](=[CH:7][CH:8]=[CH:9][CH:10]=2)[N:5]([CH2:12]O)[CH:4]=1)=[O:2].S(Cl)([Cl:16])=O, predict the reaction product. The product is: [Cl:16][CH2:12][N:5]1[C:6]2[C:11](=[CH:10][CH:9]=[CH:8][CH:7]=2)[C:3]([CH:1]=[O:2])=[CH:4]1. (4) Given the reactants [OH:1][CH2:2][CH2:3][C:4]1[C:5](=[O:20])[N:6]([C:10]2[CH:15]=[CH:14][C:13]([N+:16]([O-:18])=[O:17])=[CH:12][C:11]=2[CH3:19])[CH:7]=[CH:8][CH:9]=1.N1C=CN=C1.[C:26]([Si:30](Cl)([C:37]1[CH:42]=[CH:41][CH:40]=[CH:39][CH:38]=1)[C:31]1[CH:36]=[CH:35][CH:34]=[CH:33][CH:32]=1)([CH3:29])([CH3:28])[CH3:27], predict the reaction product. The product is: [Si:30]([O:1][CH2:2][CH2:3][C:4]1[C:5](=[O:20])[N:6]([C:10]2[CH:15]=[CH:14][C:13]([N+:16]([O-:18])=[O:17])=[CH:12][C:11]=2[CH3:19])[CH:7]=[CH:8][CH:9]=1)([C:26]([CH3:29])([CH3:28])[CH3:27])([C:37]1[CH:38]=[CH:39][CH:40]=[CH:41][CH:42]=1)[C:31]1[CH:36]=[CH:35][CH:34]=[CH:33][CH:32]=1. (5) Given the reactants C(OC([N:8]1[CH2:24][CH2:23][C:11]2([C:15]([C:16]3[CH:21]=[CH:20][CH:19]=[CH:18][CH:17]=3)=[N:14][NH:13][C:12]2=[O:22])[CH2:10][CH2:9]1)=O)(C)(C)C.C[Si](C)(C)N[Si](C)(C)C.[K].[F:35][C:36]1[CH:43]=[CH:42][C:39]([CH2:40]Br)=[CH:38][CH:37]=1, predict the reaction product. The product is: [F:35][C:36]1[CH:43]=[CH:42][C:39]([CH2:40][N:13]2[N:14]=[C:15]([C:16]3[CH:17]=[CH:18][CH:19]=[CH:20][CH:21]=3)[C:11]3([CH2:10][CH2:9][NH:8][CH2:24][CH2:23]3)[C:12]2=[O:22])=[CH:38][CH:37]=1.